This data is from Reaction yield outcomes from USPTO patents with 853,638 reactions. The task is: Predict the reaction yield, written as a fraction of the theoretical maximum amount of product (1.0 means a 100% yield; for example, 0.34 means a 34% yield). (1) The reactants are [NH2:1][C:2]1[N:6]([C:7]2[CH:8]=[C:9]([CH:16]=[CH:17][C:18]=2[CH3:19])[C:10]([NH:12][CH:13]2[CH2:15][CH2:14]2)=[O:11])[N:5]=[CH:4][C:3]=1[C:20](=O)[C:21]1[CH:26]=[CH:25][CH:24]=[CH:23][CH:22]=1.[CH:28]([NH2:30])=O.C(O)(=O)C. The catalyst is C(Cl)Cl.O. The product is [CH:13]1([NH:12][C:10](=[O:11])[C:9]2[CH:16]=[CH:17][C:18]([CH3:19])=[C:7]([N:6]3[C:2]4=[N:1][CH:28]=[N:30][C:20]([C:21]5[CH:26]=[CH:25][CH:24]=[CH:23][CH:22]=5)=[C:3]4[CH:4]=[N:5]3)[CH:8]=2)[CH2:15][CH2:14]1. The yield is 0.620. (2) The reactants are [Cl:1][C:2]1[CH:3]=[C:4]2[C:8](=[CH:9][CH:10]=1)[NH:7][C:6](=[O:11])[C:5]12[CH2:16][CH2:15][CH2:14][CH2:13][CH2:12]1.[H-].[Na+].[C:19]1([C@H:25]2[O:27][C@@H:26]2[CH2:28][OH:29])[CH:24]=[CH:23][CH:22]=[CH:21][CH:20]=1.[Na].N1C2C(=CC=CC=2)CC1=O. The catalyst is CN(C)C=O.CC(C)[O-].[Ti+4].CC(C)[O-].CC(C)[O-].CC(C)[O-]. The product is [Cl:1][C:2]1[CH:3]=[C:4]2[C:8](=[CH:9][CH:10]=1)[N:7]([C@@H:25]([C:19]1[CH:24]=[CH:23][CH:22]=[CH:21][CH:20]=1)[C@H:26]([OH:27])[CH2:28][OH:29])[C:6](=[O:11])[C:5]12[CH2:16][CH2:15][CH2:14][CH2:13][CH2:12]1. The yield is 0.430.